Dataset: Reaction yield outcomes from USPTO patents with 853,638 reactions. Task: Predict the reaction yield, written as a fraction of the theoretical maximum amount of product (1.0 means a 100% yield; for example, 0.34 means a 34% yield). (1) The reactants are C([N:11]1[CH2:16][CH2:15][NH:14][CH:13]([C:17]([OH:19])=O)[CH2:12]1)(OCC1C=CC=CC=1)=O.[F:20][C:21]1[CH:26]=[C:25]([N+:27]([O-])=O)[C:24](F)=[CH:23][C:22]=1[F:31]. No catalyst specified. The product is [F:20][C:21]1[CH:26]=[C:25]2[C:24](=[CH:23][C:22]=1[F:31])[N:14]1[CH2:15][CH2:16][NH:11][CH2:12][CH:13]1[C:17](=[O:19])[NH:27]2. The yield is 0.167. (2) The reactants are Br[C:2]1[CH:7]=[CH:6][CH:5]=[C:4]([CH2:8][CH3:9])[CH:3]=1.[Li+].CCC[CH2-].[B:15](OC(C)C)([O:20]C(C)C)[O:16]C(C)C.Cl. The catalyst is O1CCCC1. The product is [CH2:8]([C:4]1[CH:3]=[C:2]([B:15]([OH:20])[OH:16])[CH:7]=[CH:6][CH:5]=1)[CH3:9]. The yield is 0.260. (3) The reactants are [Cl:1][C:2]1[CH:7]=[CH:6][C:5]([NH:8][C:9](=[O:14])[C:10]([CH3:13])([CH3:12])[CH3:11])=[C:4](I)[C:3]=1[C:16]([F:19])([F:18])[F:17].[CH:20]#[C:21][CH3:22]. The catalyst is [Cu](I)I.Cl[Pd](Cl)([P](C1C=CC=CC=1)(C1C=CC=CC=1)C1C=CC=CC=1)[P](C1C=CC=CC=1)(C1C=CC=CC=1)C1C=CC=CC=1.C(N(CC)CC)C. The product is [Cl:1][C:2]1[CH:7]=[CH:6][C:5]([NH:8][C:9](=[O:14])[C:10]([CH3:13])([CH3:12])[CH3:11])=[C:4]([C:20]#[C:21][CH3:22])[C:3]=1[C:16]([F:19])([F:18])[F:17]. The yield is 0.650. (4) The reactants are [Cl:1][C:2]1[CH:7]=[CH:6][CH:5]=[CH:4][C:3]=1[C:8]([N:10]=[C:11]=[S:12])=[O:9].[Cl:13][C:14]1[CH:20]=[C:19]([O:21][C:22]2[C:31]3[C:26](=[CH:27][C:28]([O:34][CH3:35])=[C:29]([O:32][CH3:33])[CH:30]=3)[N:25]=[CH:24][CH:23]=2)[CH:18]=[CH:17][C:15]=1[NH2:16].C1(C)C=CC=CC=1. The catalyst is C(O)C. The product is [Cl:1][C:2]1[CH:7]=[CH:6][CH:5]=[CH:4][C:3]=1[C:8]([NH:10][C:11]([NH:16][C:15]1[CH:17]=[CH:18][C:19]([O:21][C:22]2[C:31]3[C:26](=[CH:27][C:28]([O:34][CH3:35])=[C:29]([O:32][CH3:33])[CH:30]=3)[N:25]=[CH:24][CH:23]=2)=[CH:20][C:14]=1[Cl:13])=[S:12])=[O:9]. The yield is 0.480. (5) The reactants are C[O:2][C:3]1[CH:8]=[CH:7][C:6]([C:9]2[C:13]([C:14]3[S:15][C:16]4[CH:22]=[CH:21][CH:20]=[CH:19][C:17]=4[N:18]=3)=[CH:12][NH:11][N:10]=2)=[CH:5][CH:4]=1.BrB(Br)Br. The catalyst is C(Cl)Cl. The product is [S:15]1[C:16]2[CH:22]=[CH:21][CH:20]=[CH:19][C:17]=2[N:18]=[C:14]1[C:13]1[C:9]([C:6]2[CH:7]=[CH:8][C:3]([OH:2])=[CH:4][CH:5]=2)=[N:10][NH:11][CH:12]=1. The yield is 0.660. (6) The reactants are [F:1][C:2]1[C:3](OC)=[CH:4][C:5]2[S:9][C:8]([CH2:10][C:11]#[N:12])=[N:7][C:6]=2[CH:13]=1.[CH:16]1([C:19](Cl)=O)[CH2:18][CH2:17]1.[C:22]1(P(C2C=CC=CC=2)C2C=CC=CC=2)C=CC=CC=1.[OH2:41].[NH2:42][NH2:43]. The catalyst is ClCCl.CN(C1C=CN=CC=1)C.Cl.C(O)C.C(N(CC)CC)C.C(Cl)(Cl)(Cl)Cl. The product is [CH:16]1([C:19]2[C:10]([C:8]3[S:9][C:5]4[CH:4]=[C:3]([O:41][CH3:22])[C:2]([F:1])=[CH:13][C:6]=4[N:7]=3)=[C:11]([NH2:12])[NH:42][N:43]=2)[CH2:18][CH2:17]1. The yield is 0.290.